This data is from Catalyst prediction with 721,799 reactions and 888 catalyst types from USPTO. The task is: Predict which catalyst facilitates the given reaction. (1) Reactant: CN(C=O)C.[C:6]([Cl:11])(=O)[C:7](Cl)=[O:8].OC1C(=O)[NH:15][S:16](=[O:25])(=[O:24])[C:17]=1[C:18]1[CH:23]=[CH:22][CH:21]=[CH:20][CH:19]=1. Product: [Cl:11][C:6]1[C:7](=[O:8])[NH:15][S:16](=[O:24])(=[O:25])[C:17]=1[C:18]1[CH:23]=[CH:22][CH:21]=[CH:20][CH:19]=1. The catalyst class is: 2. (2) Reactant: C([O:8][C:9]1[CH:10]=[CH:11][CH:12]=[C:13]2[C:18]=1[N:17]=[C:16]([C:19]1[N:23]3[CH:24]=[CH:25][C:26]([CH2:28][CH3:29])=[CH:27][C:22]3=[N:21][CH:20]=1)[CH:15]=[CH:14]2)C1C=CC=CC=1.C([O-])=O.[NH4+]. Product: [CH2:28]([C:26]1[CH:25]=[CH:24][N:23]2[C:19]([C:16]3[CH:15]=[CH:14][C:13]4[C:18](=[C:9]([OH:8])[CH:10]=[CH:11][CH:12]=4)[N:17]=3)=[CH:20][N:21]=[C:22]2[CH:27]=1)[CH3:29]. The catalyst class is: 563. (3) Reactant: [NH2:1][C:2]1[CH:7]=[CH:6][CH:5]=[CH:4][C:3]=1[NH:8][C:9](=[O:32])[C:10]1[CH:15]=[CH:14][C:13]([C:16]2[C:21]([CH3:22])=[CH:20][C:19]([CH2:23][N:24]3[CH2:29][CH2:28][N:27]([CH2:30][CH3:31])[CH2:26][CH2:25]3)=[CH:18][N:17]=2)=[CH:12][CH:11]=1.[CH3:33][O:34]CCN1CCNCC1.C(O)(=O)C.C(O[BH-](OC(=O)C)OC(=O)C)(=O)C.[Na+]. Product: [NH2:1][C:2]1[CH:7]=[CH:6][CH:5]=[CH:4][C:3]=1[NH:8][C:9](=[O:32])[C:10]1[CH:11]=[CH:12][C:13]([C:16]2[C:21]([CH3:22])=[CH:20][C:19]([CH2:23][N:24]3[CH2:29][CH2:28][N:27]([CH2:30][CH2:31][O:34][CH3:33])[CH2:26][CH2:25]3)=[CH:18][N:17]=2)=[CH:14][CH:15]=1. The catalyst class is: 7. (4) Reactant: [NH2:1][C:2]1[CH:3]=[C:4]([CH:23]=[C:24]([Cl:27])[C:25]=1[F:26])[C:5]([NH:7][CH2:8][C:9]1[CH:14]=[CH:13][C:12]([C:15]#[N:16])=[CH:11][C:10]=1[O:17][CH2:18][C:19](=[O:22])[NH:20][CH3:21])=[O:6].[C:28](OC(=O)C)(=[O:30])[CH3:29].C(N(CC)CC)C.C(Cl)(=O)C. Product: [C:28]([NH:1][C:2]1[CH:3]=[C:4]([CH:23]=[C:24]([Cl:27])[C:25]=1[F:26])[C:5]([NH:7][CH2:8][C:9]1[CH:14]=[CH:13][C:12]([C:15]#[N:16])=[CH:11][C:10]=1[O:17][CH2:18][C:19](=[O:22])[NH:20][CH3:21])=[O:6])(=[O:30])[CH3:29]. The catalyst class is: 527. (5) Reactant: [NH2:1][C:2]1[CH:22]=[CH:21][C:5]([CH2:6][N:7]2[C:11]3=[N:12][CH:13]=[CH:14][CH:15]=[C:10]3[C:9]([CH2:16][C:17]([O:19][CH3:20])=[O:18])=[N:8]2)=[CH:4][CH:3]=1.C(N(CC)CC)C.[CH:30]1[C:39]2[C:34](=[CH:35][CH:36]=[CH:37][CH:38]=2)[CH:33]=[CH:32][C:31]=1[C:40](Cl)=[O:41]. Product: [CH:30]1[C:39]2[C:34](=[CH:35][CH:36]=[CH:37][CH:38]=2)[CH:33]=[CH:32][C:31]=1[C:40]([NH:1][C:2]1[CH:3]=[CH:4][C:5]([CH2:6][N:7]2[C:11]3=[N:12][CH:13]=[CH:14][CH:15]=[C:10]3[C:9]([CH2:16][C:17]([O:19][CH3:20])=[O:18])=[N:8]2)=[CH:21][CH:22]=1)=[O:41]. The catalyst class is: 4. (6) Reactant: [O:1]1[CH2:6][CH2:5][CH:4]([CH2:7][C:8]([OH:10])=O)[CH2:3][CH2:2]1.CN(C)C=O.C(Cl)(=O)C([Cl:19])=O. Product: [O:1]1[CH2:6][CH2:5][CH:4]([CH2:7][C:8]([Cl:19])=[O:10])[CH2:3][CH2:2]1. The catalyst class is: 4.